Dataset: Forward reaction prediction with 1.9M reactions from USPTO patents (1976-2016). Task: Predict the product of the given reaction. Given the reactants [Br:1][C:2]1[CH:10]=[C:9]([F:11])[CH:8]=[C:7]2[C:3]=1[CH:4]=[C:5]([C:20]([O:22]C)=O)[N:6]2[CH2:12][CH2:13][CH2:14][C:15]([O:17][CH2:18][CH3:19])=[O:16].CC(C)([O-])C.[K+].Cl, predict the reaction product. The product is: [Br:1][C:2]1[CH:10]=[C:9]([F:11])[CH:8]=[C:7]2[C:3]=1[CH:4]=[C:5]1[C:20](=[O:22])[CH:14]([C:15]([O:17][CH2:18][CH3:19])=[O:16])[CH2:13][CH2:12][N:6]12.